Dataset: Full USPTO retrosynthesis dataset with 1.9M reactions from patents (1976-2016). Task: Predict the reactants needed to synthesize the given product. (1) Given the product [C:14]1([C:20]2[CH:21]=[CH:22][C:23](=[O:26])[N:24]([CH2:2][CH2:3][C:4]3[CH:5]=[C:6]4[C:11](=[CH:12][CH:13]=3)[N:10]=[CH:9][CH:8]=[CH:7]4)[N:25]=2)[CH:15]=[CH:16][CH:17]=[CH:18][CH:19]=1, predict the reactants needed to synthesize it. The reactants are: Br[CH2:2][CH2:3][C:4]1[CH:5]=[C:6]2[C:11](=[CH:12][CH:13]=1)[N:10]=[CH:9][CH:8]=[CH:7]2.[C:14]1([C:20]2[CH:21]=[CH:22][C:23](=[O:26])[NH:24][N:25]=2)[CH:19]=[CH:18][CH:17]=[CH:16][CH:15]=1.[OH-].[K+].O. (2) The reactants are: [Cl:1][C:2]1[CH:3]=[C:4]2[C:8](=[CH:9][CH:10]=1)[NH:7][CH:6]=[CH:5]2.[F:11][C:12]([F:23])([F:22])[C:13](O[C:13](=[O:14])[C:12]([F:23])([F:22])[F:11])=[O:14].C([O-])(O)=O.[Na+]. Given the product [Cl:1][C:2]1[CH:3]=[C:4]2[C:8](=[CH:9][CH:10]=1)[NH:7][CH:6]=[C:5]2[C:13](=[O:14])[C:12]([F:23])([F:22])[F:11], predict the reactants needed to synthesize it. (3) Given the product [CH2:35]([O:34][C:32](=[O:33])[NH:19][CH2:18][CH:15]1[CH2:14][C:13]2[CH:12]=[CH:11][CH:10]=[C:9]([C:4]3[CH:5]=[CH:6][CH:7]=[CH:8][C:3]=3[C:2]([F:20])([F:1])[F:21])[C:17]=2[O:16]1)[C:36]1[CH:41]=[CH:40][CH:39]=[CH:38][CH:37]=1, predict the reactants needed to synthesize it. The reactants are: [F:1][C:2]([F:21])([F:20])[C:3]1[CH:8]=[CH:7][CH:6]=[CH:5][C:4]=1[C:9]1[C:17]2[O:16][CH:15]([CH2:18][NH2:19])[CH2:14][C:13]=2[CH:12]=[CH:11][CH:10]=1.C(N(C(C)C)CC)(C)C.Cl[C:32]([O:34][CH2:35][C:36]1[CH:41]=[CH:40][CH:39]=[CH:38][CH:37]=1)=[O:33].C1(C2C3OC(CNC(=O)OCC4C=CC=CC=4)CC=3C=CC=2)CCCC1. (4) Given the product [OH:15][C:11]1[CH:12]=[CH:13][CH:14]=[C:9]([O:8][CH3:1])[C:10]=1[CH:17]1[N:22]([CH2:23][C:24]2[CH:29]=[CH:28][C:27]([O:30][C:31]([F:34])([F:32])[F:33])=[CH:26][CH:25]=2)[C:21](=[O:35])[CH2:20][CH2:19][CH2:18]1, predict the reactants needed to synthesize it. The reactants are: [CH2:1]([O:8][C:9]1[CH:14]=[CH:13][CH:12]=[C:11]([O:15]C)[C:10]=1[CH:17]1[N:22]([CH2:23][C:24]2[CH:29]=[CH:28][C:27]([O:30][C:31]([F:34])([F:33])[F:32])=[CH:26][CH:25]=2)[C:21](=[O:35])[CH:20]=[CH:19][CH2:18]1)C1C=CC=CC=1. (5) Given the product [O:1]=[C:2]1[NH:7][CH:6]=[C:5]([NH:8][C:9]([C@@H:11]2[C@@H:15]([C:16]3[CH:21]=[CH:20][CH:19]=[C:18]([Cl:22])[C:17]=3[F:23])[C@@:14]([C:26]3[CH:31]=[CH:30][C:29]([Cl:32])=[CH:28][C:27]=3[F:33])([C:24]#[N:25])[C@@H:13]([CH2:34][C:35]([CH3:38])([CH3:37])[CH3:36])[NH:12]2)=[O:10])[CH:4]=[CH:3]1, predict the reactants needed to synthesize it. The reactants are: [O:1]=[C:2]1[NH:7][CH:6]=[C:5]([NH:8][C:9]([CH:11]2[CH:15]([C:16]3[CH:21]=[CH:20][CH:19]=[C:18]([Cl:22])[C:17]=3[F:23])[C:14]([C:26]3[CH:31]=[CH:30][C:29]([Cl:32])=[CH:28][C:27]=3[F:33])([C:24]#[N:25])[CH:13]([CH2:34][C:35]([CH3:38])([CH3:37])[CH3:36])[NH:12]2)=[O:10])[CH:4]=[CH:3]1. (6) Given the product [C:1]([O:5][C:6]([N:8]1[C:12](=[O:13])[C:11]2([CH2:18][CH2:17][N:16]([S:19]([CH2:22][CH2:23][C:24]3[CH:29]=[CH:28][C:27]([C:30]([O:32][C:33]([CH3:34])([CH3:36])[CH3:35])=[O:31])=[CH:26][C:25]=3[CH3:37])(=[O:21])=[O:20])[CH2:15][CH2:14]2)[N:10]=[C:9]1[C:38]1[CH:43]=[C:42]([C:44]([F:46])([F:47])[F:45])[CH:41]=[C:40]([O:48][CH2:52][CH2:51][C:50]#[CH:49])[CH:39]=1)=[O:7])([CH3:2])([CH3:3])[CH3:4], predict the reactants needed to synthesize it. The reactants are: [C:1]([O:5][C:6]([N:8]1[C:12](=[O:13])[C:11]2([CH2:18][CH2:17][N:16]([S:19]([CH2:22][CH2:23][C:24]3[CH:29]=[CH:28][C:27]([C:30]([O:32][C:33]([CH3:36])([CH3:35])[CH3:34])=[O:31])=[CH:26][C:25]=3[CH3:37])(=[O:21])=[O:20])[CH2:15][CH2:14]2)[N:10]=[C:9]1[C:38]1[CH:43]=[C:42]([C:44]([F:47])([F:46])[F:45])[CH:41]=[C:40]([OH:48])[CH:39]=1)=[O:7])([CH3:4])([CH3:3])[CH3:2].[CH2:49](O)[CH2:50][C:51]#[CH:52].